Dataset: Catalyst prediction with 721,799 reactions and 888 catalyst types from USPTO. Task: Predict which catalyst facilitates the given reaction. (1) Reactant: C(OC([N:8]1[CH2:13][CH2:12][CH2:11][CH:10]([NH:14][C:15]([NH:17][C@H:18]2[CH2:22][O:21][C@@H:20]3[C@@H:23]([O:26][C:27]4[C:28]([CH3:33])=[N:29][CH:30]=[CH:31][CH:32]=4)[CH2:24][O:25][C@H:19]23)=[O:16])[CH2:9]1)=O)(C)(C)C.Cl.CC(O)C. Product: [CH3:33][C:28]1[C:27]([O:26][C@@H:23]2[C@H:20]3[O:21][CH2:22][C@H:18]([NH:17][C:15]([NH:14][CH:10]4[CH2:11][CH2:12][CH2:13][NH:8][CH2:9]4)=[O:16])[C@H:19]3[O:25][CH2:24]2)=[CH:32][CH:31]=[CH:30][N:29]=1. The catalyst class is: 4. (2) Product: [NH2:34][C:15]1[N:16]([C:25]2[CH:30]=[CH:29][CH:28]=[C:27]([N+:31]([O-:33])=[O:32])[CH:26]=2)[C:17](=[O:24])[N:18]([CH2:21][CH2:22][CH3:23])[C:19](=[O:20])[C:14]=1[C:13]1[N:9]([C:6]2[CH:5]=[CH:4][C:3]([C:1]#[N:2])=[CH:8][CH:7]=2)[N:10]=[CH:11][CH:12]=1. The catalyst class is: 8. Reactant: [C:1]([C:3]1[CH:8]=[CH:7][C:6]([N:9]2[C:13]([C:14]3[C:19](=[O:20])[N:18]([CH2:21][CH2:22][CH3:23])[C:17](=[O:24])[N:16]([C:25]4[CH:30]=[CH:29][CH:28]=[C:27]([N+:31]([O-:33])=[O:32])[CH:26]=4)[C:15]=3[N:34]=CN(C)C)=[CH:12][CH:11]=[N:10]2)=[CH:5][CH:4]=1)#[N:2].Cl.